This data is from NCI-60 drug combinations with 297,098 pairs across 59 cell lines. The task is: Regression. Given two drug SMILES strings and cell line genomic features, predict the synergy score measuring deviation from expected non-interaction effect. (1) Cell line: SK-MEL-28. Drug 2: C1=C(C(=O)NC(=O)N1)F. Synergy scores: CSS=39.8, Synergy_ZIP=5.14, Synergy_Bliss=5.79, Synergy_Loewe=8.64, Synergy_HSA=10.6. Drug 1: C1=C(C(=O)NC(=O)N1)N(CCCl)CCCl. (2) Drug 2: CC1=C(N=C(N=C1N)C(CC(=O)N)NCC(C(=O)N)N)C(=O)NC(C(C2=CN=CN2)OC3C(C(C(C(O3)CO)O)O)OC4C(C(C(C(O4)CO)O)OC(=O)N)O)C(=O)NC(C)C(C(C)C(=O)NC(C(C)O)C(=O)NCCC5=NC(=CS5)C6=NC(=CS6)C(=O)NCCC[S+](C)C)O. Cell line: A498. Drug 1: CCCS(=O)(=O)NC1=C(C(=C(C=C1)F)C(=O)C2=CNC3=C2C=C(C=N3)C4=CC=C(C=C4)Cl)F. Synergy scores: CSS=5.62, Synergy_ZIP=-2.86, Synergy_Bliss=-1.96, Synergy_Loewe=-6.95, Synergy_HSA=-1.68. (3) Drug 1: CNC(=O)C1=NC=CC(=C1)OC2=CC=C(C=C2)NC(=O)NC3=CC(=C(C=C3)Cl)C(F)(F)F. Drug 2: C1=NC2=C(N1)C(=S)N=CN2. Cell line: SNB-75. Synergy scores: CSS=20.2, Synergy_ZIP=-5.78, Synergy_Bliss=1.65, Synergy_Loewe=-14.9, Synergy_HSA=-1.76. (4) Drug 1: C1=NC2=C(N1)C(=S)N=C(N2)N. Drug 2: CC1=C2C(C(=O)C3(C(CC4C(C3C(C(C2(C)C)(CC1OC(=O)C(C(C5=CC=CC=C5)NC(=O)OC(C)(C)C)O)O)OC(=O)C6=CC=CC=C6)(CO4)OC(=O)C)O)C)O. Cell line: SR. Synergy scores: CSS=84.3, Synergy_ZIP=-0.161, Synergy_Bliss=-0.888, Synergy_Loewe=-1.24, Synergy_HSA=1.41. (5) Drug 1: C(CC(=O)O)C(=O)CN.Cl. Drug 2: C1CN(P(=O)(OC1)NCCCl)CCCl. Cell line: ACHN. Synergy scores: CSS=-0.617, Synergy_ZIP=1.19, Synergy_Bliss=0.648, Synergy_Loewe=-2.84, Synergy_HSA=-1.97. (6) Drug 1: CC1=C(C=C(C=C1)NC(=O)C2=CC=C(C=C2)CN3CCN(CC3)C)NC4=NC=CC(=N4)C5=CN=CC=C5. Drug 2: C1=CN(C=N1)CC(O)(P(=O)(O)O)P(=O)(O)O. Cell line: 786-0. Synergy scores: CSS=2.72, Synergy_ZIP=-1.37, Synergy_Bliss=2.97, Synergy_Loewe=-2.04, Synergy_HSA=-1.14. (7) Drug 1: CCCCCOC(=O)NC1=NC(=O)N(C=C1F)C2C(C(C(O2)C)O)O. Drug 2: CCC1(C2=C(COC1=O)C(=O)N3CC4=CC5=C(C=CC(=C5CN(C)C)O)N=C4C3=C2)O.Cl. Synergy scores: CSS=21.4, Synergy_ZIP=-5.32, Synergy_Bliss=-1.66, Synergy_Loewe=-51.8, Synergy_HSA=-4.94. Cell line: IGROV1. (8) Drug 1: CC1=C(C=C(C=C1)NC(=O)C2=CC=C(C=C2)CN3CCN(CC3)C)NC4=NC=CC(=N4)C5=CN=CC=C5. Drug 2: CCN(CC)CCCC(C)NC1=C2C=C(C=CC2=NC3=C1C=CC(=C3)Cl)OC. Cell line: BT-549. Synergy scores: CSS=14.0, Synergy_ZIP=-3.81, Synergy_Bliss=0.438, Synergy_Loewe=-9.37, Synergy_HSA=0.366. (9) Cell line: SW-620. Drug 1: C1=CC(=CC=C1CC(C(=O)O)N)N(CCCl)CCCl.Cl. Synergy scores: CSS=7.96, Synergy_ZIP=-3.63, Synergy_Bliss=5.50, Synergy_Loewe=-2.55, Synergy_HSA=1.11. Drug 2: CS(=O)(=O)CCNCC1=CC=C(O1)C2=CC3=C(C=C2)N=CN=C3NC4=CC(=C(C=C4)OCC5=CC(=CC=C5)F)Cl. (10) Drug 1: CN1CCC(CC1)COC2=C(C=C3C(=C2)N=CN=C3NC4=C(C=C(C=C4)Br)F)OC. Drug 2: CC1=C(C=C(C=C1)C(=O)NC2=CC(=CC(=C2)C(F)(F)F)N3C=C(N=C3)C)NC4=NC=CC(=N4)C5=CN=CC=C5. Cell line: HOP-62. Synergy scores: CSS=5.09, Synergy_ZIP=-1.04, Synergy_Bliss=0.463, Synergy_Loewe=0.294, Synergy_HSA=0.0519.